This data is from Peptide-MHC class I binding affinity with 185,985 pairs from IEDB/IMGT. The task is: Regression. Given a peptide amino acid sequence and an MHC pseudo amino acid sequence, predict their binding affinity value. This is MHC class I binding data. (1) The peptide sequence is YENAFLPFT. The binding affinity (normalized) is 0.194. The MHC is HLA-B40:01 with pseudo-sequence HLA-B40:01. (2) The peptide sequence is GQFNRYAAM. The MHC is HLA-A02:11 with pseudo-sequence HLA-A02:11. The binding affinity (normalized) is 0.631. (3) The peptide sequence is ILRNYLRLYI. The MHC is HLA-A02:02 with pseudo-sequence HLA-A02:02. The binding affinity (normalized) is 1.00. (4) The peptide sequence is QRNGRIDRY. The MHC is HLA-A01:01 with pseudo-sequence HLA-A01:01. The binding affinity (normalized) is 0.0847. (5) The peptide sequence is VTRQIHNPR. The MHC is HLA-A69:01 with pseudo-sequence HLA-A69:01. The binding affinity (normalized) is 0.0847. (6) The peptide sequence is HIMPNSFRV. The MHC is HLA-B58:01 with pseudo-sequence HLA-B58:01. The binding affinity (normalized) is 0.0847.